This data is from Full USPTO retrosynthesis dataset with 1.9M reactions from patents (1976-2016). The task is: Predict the reactants needed to synthesize the given product. (1) Given the product [CH3:31][C:32]([CH3:35])([CH2:33][CH3:34])[C:3](=[O:2])[C:4]([N:5]1[CH2:9][CH2:8][CH2:7][CH:6]1[C:10](=[O:28])[CH:11]([CH2:20][CH2:21][C:22]1[CH:27]=[CH:26][CH:25]=[CH:24][CH:23]=1)[CH2:12][CH2:13][C:14]1[CH:19]=[CH:18][CH:17]=[CH:16][CH:15]=1)=[O:29], predict the reactants needed to synthesize it. The reactants are: C[O:2][C:3](=O)[C:4](=[O:29])[N:5]1[CH2:9][CH2:8][CH2:7][CH:6]1[C:10](=[O:28])[CH:11]([CH2:20][CH2:21][C:22]1[CH:27]=[CH:26][CH:25]=[CH:24][CH:23]=1)[CH2:12][CH2:13][C:14]1[CH:19]=[CH:18][CH:17]=[CH:16][CH:15]=1.[CH3:31][C:32]([Mg]Cl)([CH3:35])[CH2:33][CH3:34].[Cl-].[NH4+]. (2) Given the product [Cl:28][C:2]1[C:3]2[N:4]([CH:14]=[CH:15][CH:16]=2)[C:5]2[C:10]([N:11]=1)=[CH:9][C:8]([C:12]#[N:13])=[CH:7][CH:6]=2, predict the reactants needed to synthesize it. The reactants are: O=[C:2]1[NH:11][C:10]2[C:5](=[CH:6][CH:7]=[C:8]([C:12]#[N:13])[CH:9]=2)[N:4]2[CH:14]=[CH:15][CH:16]=[C:3]12.CCN(C(C)C)C(C)C.O=P(Cl)(Cl)[Cl:28].O. (3) Given the product [F:24][C:25]1[C:34]2[C:29](=[CH:30][CH:31]=[CH:32][CH:33]=2)[C:28]([C:35]([NH:1][CH:2]([CH2:13][C:14]2[CH:19]=[CH:18][C:17]([C:20]([F:21])([F:22])[F:23])=[CH:16][CH:15]=2)[CH:3]([OH:4])[C:5]2[CH:6]=[CH:7][C:8]([O:11][CH3:12])=[CH:9][CH:10]=2)=[O:36])=[CH:27][CH:26]=1, predict the reactants needed to synthesize it. The reactants are: [NH2:1][CH:2]([CH2:13][C:14]1[CH:19]=[CH:18][C:17]([C:20]([F:23])([F:22])[F:21])=[CH:16][CH:15]=1)[CH:3]([C:5]1[CH:10]=[CH:9][C:8]([O:11][CH3:12])=[CH:7][CH:6]=1)[OH:4].[F:24][C:25]1[C:34]2[C:29](=[CH:30][CH:31]=[CH:32][CH:33]=2)[C:28]([C:35](O)=[O:36])=[CH:27][CH:26]=1.Cl.C(N=C=NCCCN(C)C)C.ON1C2C=CC=CC=2N=N1. (4) Given the product [CH3:23][O:24][C:25]1[CH:32]=[CH:31][CH:30]=[CH:29][C:26]=1[CH2:27][NH:28][CH2:6][CH2:7][N:8]1[CH:12]=[C:11]([C:13]2[CH:18]=[C:17]([C:19]([OH:21])=[O:20])[CH:16]=[CH:15][N:14]=2)[N:10]=[CH:9]1, predict the reactants needed to synthesize it. The reactants are: CS(O[CH2:6][CH2:7][N:8]1[CH:12]=[C:11]([C:13]2[CH:18]=[C:17]([C:19]([O:21]C)=[O:20])[CH:16]=[CH:15][N:14]=2)[N:10]=[CH:9]1)(=O)=O.[CH3:23][O:24][C:25]1[CH:32]=[CH:31][CH:30]=[CH:29][C:26]=1[CH2:27][NH2:28]. (5) Given the product [F:14][C:9]1([F:15])[CH2:8][N:7]([C@@H:16]2[CH2:18][C@H:17]2[C:19]2[CH:24]=[CH:23][CH:22]=[CH:21][CH:20]=2)[C:6]2[N:25]=[C:2]([NH:26][C:27]3[CH:42]=[CH:41][C:30]([C:31]([NH:33][CH:34]4[CH2:35][CH2:36][N:37]([CH3:40])[CH2:38][CH2:39]4)=[O:32])=[CH:29][C:28]=3[O:43][CH3:44])[N:3]=[CH:4][C:5]=2[N:11]([CH3:12])[C:10]1=[O:13], predict the reactants needed to synthesize it. The reactants are: Cl[C:2]1[N:3]=[CH:4][C:5]2[N:11]([CH3:12])[C:10](=[O:13])[C:9]([F:15])([F:14])[CH2:8][N:7]([C@@H:16]3[CH2:18][C@H:17]3[C:19]3[CH:24]=[CH:23][CH:22]=[CH:21][CH:20]=3)[C:6]=2[N:25]=1.[NH2:26][C:27]1[CH:42]=[CH:41][C:30]([C:31]([NH:33][CH:34]2[CH2:39][CH2:38][N:37]([CH3:40])[CH2:36][CH2:35]2)=[O:32])=[CH:29][C:28]=1[O:43][CH3:44].O.C1(C)C=CC(S(O)(=O)=O)=CC=1.C(=O)([O-])[O-].[Na+].[Na+].